From a dataset of Reaction yield outcomes from USPTO patents with 853,638 reactions. Predict the reaction yield, written as a fraction of the theoretical maximum amount of product (1.0 means a 100% yield; for example, 0.34 means a 34% yield). (1) The reactants are [OH-].[K+].[C:3]([C:6]1[C:11]([NH:12][C:13]([C:15]2[N:16]=[C:17]([CH:20]3[CH2:25][CH2:24][CH2:23][CH2:22][CH2:21]3)[S:18][CH:19]=2)=O)=[C:10]([CH3:26])[C:9]([O:27][CH3:28])=[CH:8][CH:7]=1)(=[O:5])[CH3:4]. The catalyst is N1C=CC=CC=1.CCO. The product is [CH:20]1([C:17]2[S:18][CH:19]=[C:15]([C:13]3[CH:4]=[C:3]([OH:5])[C:6]4[C:11](=[C:10]([CH3:26])[C:9]([O:27][CH3:28])=[CH:8][CH:7]=4)[N:12]=3)[N:16]=2)[CH2:25][CH2:24][CH2:23][CH2:22][CH2:21]1. The yield is 0.725. (2) The reactants are [CH3:1][C:2]1[N:17]([S:18]([C:21]2[CH:26]=[CH:25][CH:24]=[CH:23][CH:22]=2)(=[O:20])=[O:19])[C:5]2=[N:6][CH:7]=[CH:8][C:9]([C:10]3[CH:15]=[CH:14][C:13]([NH2:16])=[CH:12][CH:11]=3)=[C:4]2[CH:3]=1.[CH3:27][S:28](Cl)(=[O:30])=[O:29]. The catalyst is C1COCC1. The product is [CH3:1][C:2]1[N:17]([S:18]([C:21]2[CH:22]=[CH:23][CH:24]=[CH:25][CH:26]=2)(=[O:20])=[O:19])[C:5]2=[N:6][CH:7]=[CH:8][C:9]([C:10]3[CH:11]=[CH:12][C:13]([NH:16][S:28]([CH3:27])(=[O:30])=[O:29])=[CH:14][CH:15]=3)=[C:4]2[CH:3]=1. The yield is 0.880.